This data is from Full USPTO retrosynthesis dataset with 1.9M reactions from patents (1976-2016). The task is: Predict the reactants needed to synthesize the given product. (1) Given the product [CH3:18][O:17][C:9]1[CH:8]=[C:7]([C:30]2[S:31][C:27]([C:21]3[CH:22]=[CH:23][CH:24]=[CH:25][CH:26]=3)=[CH:28][CH:29]=2)[C:16]2[C:11]([CH:10]=1)=[CH:12][CH:13]=[CH:14][CH:15]=2, predict the reactants needed to synthesize it. The reactants are: FC(F)(F)S(O[C:7]1[C:16]2[C:11](=[CH:12][CH:13]=[CH:14][CH:15]=2)[CH:10]=[C:9]([O:17][CH3:18])[CH:8]=1)(=O)=O.[C:21]1([C:27]2[S:31][C:30](B(O)O)=[CH:29][CH:28]=2)[CH:26]=[CH:25][CH:24]=[CH:23][CH:22]=1.C(=O)([O-])[O-].[Na+].[Na+].O. (2) Given the product [Br:1][C:2]1[CH:8]=[CH:7][C:5]([NH:6][CH2:18][C:17]([F:22])([F:21])[F:16])=[C:4]([Cl:9])[CH:3]=1, predict the reactants needed to synthesize it. The reactants are: [Br:1][C:2]1[CH:8]=[CH:7][C:5]([NH2:6])=[C:4]([Cl:9])[CH:3]=1.COCCOC.[F:16][C:17]([F:22])([F:21])[C:18](O)=O. (3) Given the product [CH:18]1([CH2:17][C:5]([OH:16])([CH2:6][C:7]([CH3:8])([C:9]2[CH:10]=[CH:11][CH:12]=[CH:13][CH:14]=2)[CH3:15])[CH2:4][OH:3])[CH2:19][CH2:20][CH2:21][CH2:22][CH2:23]1, predict the reactants needed to synthesize it. The reactants are: C([O:3][C:4](=O)[C:5]([CH2:17][CH:18]1[CH2:23][CH2:22][CH2:21][CH2:20][CH2:19]1)([OH:16])[CH2:6][C:7]([CH3:15])([C:9]1[CH:14]=[CH:13][CH:12]=[CH:11][CH:10]=1)[CH3:8])C.[H-].[Al+3].[Li+].[H-].[H-].[H-]. (4) Given the product [Cl:17][C:14]1[CH:13]=[CH:12][C:11]([C:10]2[C:9]([C:18]3[CH:23]=[CH:22][CH:21]=[CH:20][C:19]=3[Cl:24])=[N:8][N:7]3[C:2]([N:42]4[CH2:43][C:40]([NH:39][CH2:37][CH3:38])([C:44]([NH2:46])=[O:45])[CH2:41]4)=[C:3]([CH3:26])[C:4]([CH3:25])=[N:5][C:6]=23)=[CH:16][CH:15]=1, predict the reactants needed to synthesize it. The reactants are: Cl[C:2]1[N:7]2[N:8]=[C:9]([C:18]3[CH:23]=[CH:22][CH:21]=[CH:20][C:19]=3[Cl:24])[C:10]([C:11]3[CH:16]=[CH:15][C:14]([Cl:17])=[CH:13][CH:12]=3)=[C:6]2[N:5]=[C:4]([CH3:25])[C:3]=1[CH3:26].C(N(C(C)C)CC)(C)C.Cl.[CH2:37]([NH:39][C:40]1([C:44]([NH2:46])=[O:45])[CH2:43][NH:42][CH2:41]1)[CH3:38]. (5) Given the product [CH3:24][NH:23][S:20]([C:17]1[CH:18]=[CH:19][C:14]2[S:13][C:38]([CH2:39][C:40]#[N:41])=[N:25][C:15]=2[CH:16]=1)(=[O:21])=[O:22], predict the reactants needed to synthesize it. The reactants are: [CH3:24][NH:23][S:20]([C:17]1[CH:18]=[CH:19][C:14]([S:13][S:13][C:14]2[CH:19]=[CH:18][C:17]([S:20]([NH:23][CH3:24])(=[O:22])=[O:21])=[CH:16][C:15]=2[N+:25]([O-])=O)=[C:15]([N+:25]([O-])=O)[CH:16]=1)(=[O:21])=[O:22].O.O.[Sn](Cl)(Cl)(Cl)Cl.[C:38](#N)[CH2:39][C:40]#[N:41]. (6) Given the product [CH3:24][C:10]1[N:9]=[C:8]([C:6]2[CH:5]=[CH:4][N:3]=[C:2]([C:29]3[CH:28]=[N:27][C:26]([NH2:25])=[CH:31][CH:30]=3)[CH:7]=2)[CH:13]=[C:12]([C:14]2[CH:19]=[CH:18][C:17]([C:20]([F:23])([F:22])[F:21])=[CH:16][CH:15]=2)[CH:11]=1, predict the reactants needed to synthesize it. The reactants are: Cl[C:2]1[CH:7]=[C:6]([C:8]2[CH:13]=[C:12]([C:14]3[CH:19]=[CH:18][C:17]([C:20]([F:23])([F:22])[F:21])=[CH:16][CH:15]=3)[CH:11]=[C:10]([CH3:24])[N:9]=2)[CH:5]=[CH:4][N:3]=1.[NH2:25][C:26]1[CH:31]=[CH:30][C:29](B2OC(C)(C)C(C)(C)O2)=[CH:28][N:27]=1. (7) Given the product [ClH:38].[NH:9]([C:10]([C:12]1([NH:15][C:16]([C:18]2([NH:21][C:22]([C:24]3[N:28]4[C@@:29]([CH2:42][C:43]5[CH:44]=[CH:45][C:46]([C:49]#[N:50])=[CH:47][CH:48]=5)([CH3:41])[C:30](=[O:40])[N:31]([C:32]5[CH:37]=[C:36]([Cl:38])[CH:35]=[C:34]([Cl:39])[CH:33]=5)[C:27]4=[N:26][CH:25]=3)=[O:23])[CH2:20][CH2:19]2)=[O:17])[CH2:14][CH2:13]1)=[O:11])[NH2:8], predict the reactants needed to synthesize it. The reactants are: C(OC([NH:8][NH:9][C:10]([C:12]1([NH:15][C:16]([C:18]2([NH:21][C:22]([C:24]3[N:28]4[C@@:29]([CH2:42][C:43]5[CH:48]=[CH:47][C:46]([C:49]#[N:50])=[CH:45][CH:44]=5)([CH3:41])[C:30](=[O:40])[N:31]([C:32]5[CH:37]=[C:36]([Cl:38])[CH:35]=[C:34]([Cl:39])[CH:33]=5)[C:27]4=[N:26][CH:25]=3)=[O:23])[CH2:20][CH2:19]2)=[O:17])[CH2:14][CH2:13]1)=[O:11])=O)(C)(C)C. (8) Given the product [ClH:25].[F:1][C:2]1[CH:3]=[CH:4][C:5]2[N:21]=[C:11]([NH2:12])[C:10]3[CH:13]=[C:14]([C:17]([F:20])([F:19])[F:18])[CH:15]=[CH:16][C:9]=3[NH:8][C:6]=2[CH:7]=1, predict the reactants needed to synthesize it. The reactants are: [F:1][C:2]1[CH:3]=[CH:4][C:5]([N+:21]([O-])=O)=[C:6]([NH:8][C:9]2[CH:16]=[CH:15][C:14]([C:17]([F:20])([F:19])[F:18])=[CH:13][C:10]=2[C:11]#[N:12])[CH:7]=1.[Sn](Cl)[Cl:25]. (9) Given the product [CH3:20][N:16]1[C:17](=[O:19])[CH2:18][N:13]2[N:12]=[C:11]([NH:10][C:4]3[C:5](=[O:9])[N:6]([CH3:8])[CH:7]=[C:2]([B:22]4[O:26][C:25]([CH3:28])([CH3:27])[C:24]([CH3:30])([CH3:29])[O:23]4)[CH:3]=3)[CH:21]=[C:14]2[CH2:15]1, predict the reactants needed to synthesize it. The reactants are: Br[C:2]1[CH:3]=[C:4]([NH:10][C:11]2[CH:21]=[C:14]3[CH2:15][N:16]([CH3:20])[C:17](=[O:19])[CH2:18][N:13]3[N:12]=2)[C:5](=[O:9])[N:6]([CH3:8])[CH:7]=1.[B:22]1([B:22]2[O:26][C:25]([CH3:28])([CH3:27])[C:24]([CH3:30])([CH3:29])[O:23]2)[O:26][C:25]([CH3:28])([CH3:27])[C:24]([CH3:30])([CH3:29])[O:23]1.CC(C1C=C(C(C)C)C(C2C=CC=CC=2P(C2CCCCC2)C2CCCCC2)=C(C(C)C)C=1)C.C([O-])(=O)C.[K+]. (10) Given the product [Br:15][C:13]1[CH:12]=[CH:11][C:10]([F:16])=[C:9]([C:2]([NH:1][C:25](=[O:26])[CH2:24][Cl:23])([C:3]([F:6])([F:7])[CH2:4][OH:5])[CH3:8])[CH:14]=1, predict the reactants needed to synthesize it. The reactants are: [NH2:1][C:2]([C:9]1[CH:14]=[C:13]([Br:15])[CH:12]=[CH:11][C:10]=1[F:16])([CH3:8])[C:3]([F:7])([F:6])[CH2:4][OH:5].C([O-])([O-])=O.[Na+].[Na+].[Cl:23][CH2:24][C:25](Cl)=[O:26].C([O-])([O-])=O.[K+].[K+].